From a dataset of Reaction yield outcomes from USPTO patents with 853,638 reactions. Predict the reaction yield, written as a fraction of the theoretical maximum amount of product (1.0 means a 100% yield; for example, 0.34 means a 34% yield). (1) The reactants are [C:1]([O:8][C:9]([C:12]([CH2:15][CH2:16]I)([F:14])[F:13])([F:11])[F:10])([C:4]([F:7])([F:6])[F:5])([F:3])[F:2].CN1CCCC1=[O:24]. The catalyst is O. The product is [C:1]([O:8][C:9]([C:12]([CH2:15][CH2:16][OH:24])([F:14])[F:13])([F:11])[F:10])([C:4]([F:7])([F:6])[F:5])([F:3])[F:2]. The yield is 0.520. (2) The reactants are O[CH:2]=[C:3]1[C:11]2[C:6](=[CH:7][C:8]([C:12]([C:14]3[CH:19]=[CH:18][C:17]([NH:20][C:21]([C:23]4[N:24]([C:29]([CH3:32])([CH3:31])[CH3:30])[N:25]=[C:26]([CH3:28])[CH:27]=4)=[O:22])=[CH:16][CH:15]=3)=[O:13])=[CH:9][CH:10]=2)[NH:5][C:4]1=[O:33].[NH2:34][C:35]1[CH:40]=[CH:39][C:38]([N:41]2[CH2:46][CH2:45][O:44][CH2:43][CH2:42]2)=[CH:37][CH:36]=1. The catalyst is C1COCC1. The product is [N:41]1([C:38]2[CH:37]=[CH:36][C:35]([NH:34][CH:2]=[C:3]3[C:11]4[C:6](=[CH:7][C:8]([C:12]([C:14]5[CH:15]=[CH:16][C:17]([NH:20][C:21]([C:23]6[N:24]([C:29]([CH3:31])([CH3:30])[CH3:32])[N:25]=[C:26]([CH3:28])[CH:27]=6)=[O:22])=[CH:18][CH:19]=5)=[O:13])=[CH:9][CH:10]=4)[NH:5][C:4]3=[O:33])=[CH:40][CH:39]=2)[CH2:46][CH2:45][O:44][CH2:43][CH2:42]1. The yield is 0.490.